From a dataset of Rat liver microsome stability data. Regression/Classification. Given a drug SMILES string, predict its absorption, distribution, metabolism, or excretion properties. Task type varies by dataset: regression for continuous measurements (e.g., permeability, clearance, half-life) or binary classification for categorical outcomes (e.g., BBB penetration, CYP inhibition). Dataset: rlm. (1) The compound is COc1cc2c(cc1OCC(O)CO)Cc1c-2n[nH]c1NCc1c(Cl)cccc1Cl. The result is 0 (unstable in rat liver microsomes). (2) The drug is Nc1c(C(=O)Nc2ccc(Cl)cc2)sc2nc3c(cc12)N1CCC3CC1. The result is 1 (stable in rat liver microsomes). (3) The molecule is O=c1c(-c2ccc(O)cc2)coc2cc(O)ccc12. The result is 0 (unstable in rat liver microsomes). (4) The molecule is CCOc1ccccc1C(=O)Nc1ccccc1C(=O)Nc1cccc(S(=O)(=O)C(F)(F)F)c1. The result is 0 (unstable in rat liver microsomes). (5) The compound is Cc1ccc(NC(=O)N(Cc2cn(C)c3ccccc23)C2CCCCC2)cc1C. The result is 1 (stable in rat liver microsomes).